Dataset: CYP2C9 inhibition data for predicting drug metabolism from PubChem BioAssay. Task: Regression/Classification. Given a drug SMILES string, predict its absorption, distribution, metabolism, or excretion properties. Task type varies by dataset: regression for continuous measurements (e.g., permeability, clearance, half-life) or binary classification for categorical outcomes (e.g., BBB penetration, CYP inhibition). Dataset: cyp2c9_veith. (1) The compound is CC(=O)O[C@H](CC(=O)O)C[N+](C)(C)C. The result is 0 (non-inhibitor). (2) The molecule is Cc1ccc(C(=O)C2C(=O)c3ccccc3C2=O)cc1. The result is 1 (inhibitor). (3) The molecule is CCOc1ccc(C(=O)Nc2cccc(-c3cc4ccccc4oc3=O)c2)cc1[N+](=O)[O-]. The result is 1 (inhibitor). (4) The compound is CC(=O)OC[C@@H]1O[C@H](C/C=N\OCC[C@H]2C=C[C@H](OC(C)=O)[C@@H](COC(C)=O)O2)C=C[C@@H]1OC(C)=O. The result is 0 (non-inhibitor). (5) The compound is Cc1nc2ncnn2c(C)c1CCC(=O)NCc1ccccc1. The result is 0 (non-inhibitor). (6) The drug is CC(C)(Oc1ccc(Cl)cc1)C(=O)Nc1cccnc1. The result is 1 (inhibitor). (7) The compound is COC(=O)CN1C(=S)N(c2ccc(Cl)cc2)C(=O)C1CC(=O)Nc1ccc(Cl)cc1. The result is 0 (non-inhibitor). (8) The drug is COc1ccc(CNc2ncnc3ccc(-c4cccc(NS(C)(=O)=O)c4)cc23)c(OC)c1. The result is 1 (inhibitor). (9) The drug is CN1CCN(c2ncc3nc(-c4cn(C)c5ccccc45)c(=O)n(CCc4ccccc4)c3n2)CC1. The result is 0 (non-inhibitor). (10) The molecule is O=C1CCCC=C1[C@@H](O)CCOC(c1ccccc1)(c1ccccc1)c1ccccc1. The result is 1 (inhibitor).